From a dataset of Full USPTO retrosynthesis dataset with 1.9M reactions from patents (1976-2016). Predict the reactants needed to synthesize the given product. The reactants are: [CH2:1]([O:3][C:4](=[O:14])[CH2:5][C:6]([CH:8]1[CH2:13][CH2:12][CH2:11][CH2:10][CH2:9]1)=O)[CH3:2].[H-].[Na+].Br.Br[CH2:19][C:20]([C:22]1[CH:27]=[CH:26][N:25]=[CH:24][CH:23]=1)=O.C([O-])(=O)C.[NH4+:32]. Given the product [CH2:1]([O:3][C:4]([C:5]1[CH:19]=[C:20]([C:22]2[CH:27]=[CH:26][N:25]=[CH:24][CH:23]=2)[NH:32][C:6]=1[CH:8]1[CH2:13][CH2:12][CH2:11][CH2:10][CH2:9]1)=[O:14])[CH3:2], predict the reactants needed to synthesize it.